This data is from Full USPTO retrosynthesis dataset with 1.9M reactions from patents (1976-2016). The task is: Predict the reactants needed to synthesize the given product. (1) Given the product [Cl:1][C:2]1[CH:3]=[C:4]([CH:19]=[CH:20][CH:21]=1)[NH:5][C:6]1[N:11]=[C:10]([C:12]2[NH:16][CH:15]=[N:14][CH:13]=2)[CH:9]=[CH:8][N:7]=1, predict the reactants needed to synthesize it. The reactants are: [Cl:1][C:2]1[CH:3]=[C:4]([CH:19]=[CH:20][CH:21]=1)[NH:5][C:6]1[N:11]=[C:10]([C:12]2[N:16](C)[C:15](C)=[N:14][CH:13]=2)[CH:9]=[CH:8][N:7]=1. (2) Given the product [CH3:1][C:2]1[CH:3]=[CH:4][C:5]([C:8]2[O:12][N:11]=[CH:10][C:9]=2[C:13]([N:31]2[CH2:32][CH2:33][CH:29]([C:26]3[CH:27]=[CH:28][C:23]([CH3:22])=[CH:24][CH:25]=3)[CH2:30]2)=[O:15])=[CH:6][CH:7]=1, predict the reactants needed to synthesize it. The reactants are: [CH3:1][C:2]1[CH:7]=[CH:6][C:5]([C:8]2[O:12][N:11]=[CH:10][C:9]=2[C:13]([OH:15])=O)=[CH:4][CH:3]=1.C(O)(=O)C(O)=O.[CH3:22][C:23]1[CH:28]=[CH:27][C:26]([CH:29]2[CH2:33][CH2:32][NH:31][CH2:30]2)=[CH:25][CH:24]=1. (3) Given the product [F:15][C:16]1[CH:21]=[CH:20][CH:19]=[CH:18][C:17]=1[C:8]1[CH:9]=[C:10]([NH2:14])[CH:11]=[N:12][CH:13]=1, predict the reactants needed to synthesize it. The reactants are: P(=O)(O)(O)O.[K].Br[C:8]1[CH:9]=[C:10]([NH2:14])[CH:11]=[N:12][CH:13]=1.[F:15][C:16]1[CH:21]=[CH:20][CH:19]=[CH:18][C:17]=1B(O)O. (4) The reactants are: Br[CH2:2][CH2:3][CH2:4][CH2:5][CH2:6][CH2:7][CH2:8]/[CH:9]=[CH:10]\[CH2:11][CH2:12][CH2:13][CH2:14][CH2:15][CH2:16][CH2:17][CH3:18].[Li]C(C)(C)C.[N:24]1[CH:29]=[CH:28][CH:27]=[CH:26][C:25]=1[C:30]1[O:34][C:33]([C:35]([O:37]C)=O)=[N:32][N:31]=1. Given the product [N:24]1[CH:29]=[CH:28][CH:27]=[CH:26][C:25]=1[C:30]1[O:34][C:33]([C:35](=[O:37])[CH2:2][CH2:3][CH2:4][CH2:5][CH2:6][CH2:7][CH2:8][CH:9]=[CH:10][CH2:11][CH2:12][CH2:13][CH2:14][CH2:15][CH2:16][CH2:17][CH3:18])=[N:32][N:31]=1, predict the reactants needed to synthesize it. (5) Given the product [CH3:25][N:26]1[CH2:31][CH2:30][C:29]2[N:23]([CH2:2][CH2:3][C:4]([N:6]3[CH2:11][CH2:10][CH2:9][CH:8]([C:12]([OH:14])=[O:13])[CH2:7]3)=[O:5])[C:20]3[CH:19]=[CH:18][C:17]([CH3:16])=[CH:22][C:21]=3[C:28]=2[CH2:27]1, predict the reactants needed to synthesize it. The reactants are: Br[CH2:2][CH2:3][C:4]([N:6]1[CH2:11][CH2:10][CH2:9][CH:8]([C:12]([OH:14])=[O:13])[CH2:7]1)=[O:5].Cl.[CH3:16][C:17]1[CH:22]=[CH:21][C:20]([NH:23]N)=[CH:19][CH:18]=1.[CH3:25][N:26]1[CH2:31][CH2:30][C:29](=O)[CH2:28][CH2:27]1. (6) Given the product [NH2:2][CH2:1][C:3]1[CH:4]=[C:5]([NH:12][S:13]([CH3:16])(=[O:15])=[O:14])[CH:6]=[C:7]([CH:9]([CH3:11])[CH3:10])[CH:8]=1, predict the reactants needed to synthesize it. The reactants are: [C:1]([C:3]1[CH:4]=[C:5]([NH:12][S:13]([CH3:16])(=[O:15])=[O:14])[CH:6]=[C:7]([C:9]([CH3:11])=[CH2:10])[CH:8]=1)#[N:2].C(C1C=NC=C(CCC(C)C)C=1)#N. (7) Given the product [CH3:16][C:13]1([CH3:15])[C:12]([CH3:17])([CH3:18])[O:11][B:10]([C:35]2[CH2:40][CH2:39][N:38]([C:41]([O:43][C:44]([CH3:47])([CH3:46])[CH3:45])=[O:42])[CH2:37][CH:36]=2)[O:14]1, predict the reactants needed to synthesize it. The reactants are: [B:10]1([B:10]2[O:14][C:13]([CH3:16])([CH3:15])[C:12]([CH3:18])([CH3:17])[O:11]2)[O:14][C:13]([CH3:16])([CH3:15])[C:12]([CH3:18])([CH3:17])[O:11]1.CC([O-])=O.[K+].C(Cl)Cl.N#N.FC(F)(F)S(O[C:35]1[CH2:40][CH2:39][N:38]([C:41]([O:43][C:44]([CH3:47])([CH3:46])[CH3:45])=[O:42])[CH2:37][CH:36]=1)(=O)=O. (8) Given the product [OH:13][C@@H:12]1[C@@H:11]([OH:14])[CH2:10][N:9]([C:26](=[O:27])[CH2:25][NH:24][C:22](=[O:23])[O:21][C:17]([CH3:18])([CH3:19])[CH3:20])[C@@H:8]1[CH2:7][C:6]1[CH:5]=[CH:4][C:3]([O:2][CH3:1])=[CH:16][CH:15]=1, predict the reactants needed to synthesize it. The reactants are: [CH3:1][O:2][C:3]1[CH:16]=[CH:15][C:6]([CH2:7][C@@H:8]2[C@H:12]([OH:13])[C@@H:11]([OH:14])[CH2:10][NH:9]2)=[CH:5][CH:4]=1.[C:17]([O:21][C:22]([NH:24][CH2:25][C:26](O)=[O:27])=[O:23])([CH3:20])([CH3:19])[CH3:18].ON1C2N=CC=CC=2N=N1.CN1CCOCC1.C(Cl)CCl. (9) Given the product [F:1][C:2]([F:19])([F:18])[C:3]1[CH:8]=[CH:7][C:6]([C:9]2[S:10][CH:11]=[C:12]([C:15](=[N:21][NH:20][C:22]([NH:24][C:25]3[CH:33]=[CH:32][C:28]([C:29]([OH:31])=[O:30])=[C:27]([Cl:34])[CH:26]=3)=[S:23])[CH3:17])[C:13]=2[OH:14])=[CH:5][CH:4]=1, predict the reactants needed to synthesize it. The reactants are: [F:1][C:2]([F:19])([F:18])[C:3]1[CH:8]=[CH:7][C:6]([C:9]2[S:10][CH:11]=[C:12]([C:15]([CH3:17])=O)[C:13]=2[OH:14])=[CH:5][CH:4]=1.[NH:20]([C:22]([NH:24][C:25]1[CH:33]=[CH:32][C:28]([C:29]([OH:31])=[O:30])=[C:27]([Cl:34])[CH:26]=1)=[S:23])[NH2:21]. (10) The reactants are: O=C1C2C(=CC=CC=2)C(=O)[N:3]1[O:12][CH2:13][C:14]1[C:22]2[C:17](=[CH:18][CH:19]=[CH:20][CH:21]=2)[N:16]([C:23]([O:25][C:26]([CH3:29])([CH3:28])[CH3:27])=[O:24])[CH:15]=1.O.NN. Given the product [NH2:3][O:12][CH2:13][C:14]1[C:22]2[C:17](=[CH:18][CH:19]=[CH:20][CH:21]=2)[N:16]([C:23]([O:25][C:26]([CH3:29])([CH3:28])[CH3:27])=[O:24])[CH:15]=1, predict the reactants needed to synthesize it.